Dataset: Forward reaction prediction with 1.9M reactions from USPTO patents (1976-2016). Task: Predict the product of the given reaction. (1) Given the reactants [NH2:1][C:2]1[C:7]([C:8]([C:10]2[C:15]([O:16][CH3:17])=[CH:14][CH:13]=[C:12]([F:18])[C:11]=2[F:19])=[O:9])=[CH:6][CH:5]=[C:4](Cl)[N:3]=1.[CH3:21][S:22]([N:25]1[CH2:30][CH2:29][CH:28]([NH2:31])[CH2:27][CH2:26]1)(=[O:24])=[O:23], predict the reaction product. The product is: [NH2:1][C:2]1[C:7]([C:8]([C:10]2[C:15]([O:16][CH3:17])=[CH:14][CH:13]=[C:12]([F:18])[C:11]=2[F:19])=[O:9])=[CH:6][CH:5]=[C:4]([NH:31][CH:28]2[CH2:29][CH2:30][N:25]([S:22]([CH3:21])(=[O:24])=[O:23])[CH2:26][CH2:27]2)[N:3]=1. (2) Given the reactants Br[C:2]1[CH:3]=[C:4]([CH:9]=[CH:10][CH:11]=1)[C:5]([O:7][CH3:8])=[O:6].[NH2:12][C:13]1[CH:18]=[CH:17][C:16]([C:19](=[O:21])[CH3:20])=[CH:15][CH:14]=1, predict the reaction product. The product is: [CH3:8][O:7][C:5](=[O:6])[C:4]1[CH:9]=[CH:10][CH:11]=[C:2]([NH:12][C:13]2[CH:18]=[CH:17][C:16]([C:19](=[O:21])[CH3:20])=[CH:15][CH:14]=2)[CH:3]=1. (3) Given the reactants [N+:1]([C:4]1[C:5](Br)=[C:6]2[CH:15]=[CH:14][CH:13]=[C:12]3[C:7]2=[C:8]([CH:16]=1)[CH2:9][O:10][CH2:11]3)([O-:3])=[O:2].[Cu][C:19]#[N:20], predict the reaction product. The product is: [N+:1]([C:4]1[C:5]([C:19]#[N:20])=[C:6]2[CH:15]=[CH:14][CH:13]=[C:12]3[C:7]2=[C:8]([CH:16]=1)[CH2:9][O:10][CH2:11]3)([O-:3])=[O:2]. (4) The product is: [CH3:1][C:2]1[C:3]([CH2:16][CH2:17][C:18]#[N:20])=[C:4]([CH3:15])[C:5]2[C:13]3[C:8](=[CH:9][CH:10]=[CH:11][CH:12]=3)[NH:7][C:6]=2[N:14]=1. Given the reactants [CH3:1][C:2]1[C:3]([CH2:16][CH2:17][C:18]([NH2:20])=O)=[C:4]([CH3:15])[C:5]2[C:13]3[C:8](=[CH:9][CH:10]=[CH:11][CH:12]=3)[NH:7][C:6]=2[N:14]=1.P(Cl)(Cl)(Cl)=O.C(OCC)(=O)C.C(=O)(O)[O-].[Na+], predict the reaction product.